Task: Predict the product of the given reaction.. Dataset: Forward reaction prediction with 1.9M reactions from USPTO patents (1976-2016) (1) Given the reactants [Br:1][C:2]1[N:7]=[N:6][C:5]([NH2:8])=[CH:4][CH:3]=1.[Cl:9][C:10]1[CH:17]=[CH:16][C:13]([CH:14]=O)=[CH:12][CH:11]=1.C([SiH](CC)CC)C.FC(F)(F)C(O)=O, predict the reaction product. The product is: [Br:1][C:2]1[N:7]=[N:6][C:5]([NH:8][CH2:14][C:13]2[CH:16]=[CH:17][C:10]([Cl:9])=[CH:11][CH:12]=2)=[CH:4][CH:3]=1. (2) Given the reactants [CH:1]1[CH:6]=[C:5]([C:7]([OH:9])=[O:8])[C:4]([OH:10])=[CH:3][CH:2]=1.[CH2:11]([Sn]=O)[CH2:12][CH2:13][CH3:14], predict the reaction product. The product is: [CH3:14][C:13]1[CH2:3][CH2:2][CH:1]([CH2:6][O:8][C:7](=[O:9])[C:5]2[C:4](=[CH:3][CH:2]=[CH:1][CH:6]=2)[OH:10])[CH2:11][CH:12]=1. (3) Given the reactants [Cl:1][C:2]1[CH:3]=[C:4]([N:10]2[C:14]([CH3:15])=[C:13]([O:16][C:17]3[CH:25]=[CH:24][C:20]([C:21]([OH:23])=O)=[CH:19][CH:18]=3)[C:12]([CH3:26])=[N:11]2)[CH:5]=[CH:6][C:7]=1[C:8]#[N:9].[C:27]([NH2:31])([CH3:30])([CH3:29])[CH3:28], predict the reaction product. The product is: [C:27]([NH:31][C:21](=[O:23])[C:20]1[CH:19]=[CH:18][C:17]([O:16][C:13]2[C:12]([CH3:26])=[N:11][N:10]([C:4]3[CH:5]=[CH:6][C:7]([C:8]#[N:9])=[C:2]([Cl:1])[CH:3]=3)[C:14]=2[CH3:15])=[CH:25][CH:24]=1)([CH3:30])([CH3:29])[CH3:28]. (4) Given the reactants [CH3:1][C:2]1[S:3][C:4]2[CH:10]=[C:9]([N+:11]([O-])=O)[CH:8]=[CH:7][C:5]=2[N:6]=1.[C:14](OC(=O)C)(=[O:16])[CH3:15], predict the reaction product. The product is: [CH3:1][C:2]1[S:3][C:4]2[CH:10]=[C:9]([NH:11][C:14](=[O:16])[CH3:15])[CH:8]=[CH:7][C:5]=2[N:6]=1. (5) Given the reactants [CH2:1]([C:7]1[CH2:16][CH2:15][C:14]2[CH:13]=[C:12]([C@H:17]3[CH2:26][CH2:25][C@@:19]4([NH:23][C:22](=[O:24])[O:21][CH2:20]4)[CH2:18]3)[CH:11]=[CH:10][C:9]=2[CH:8]=1)[CH2:2][CH2:3][CH2:4][CH2:5][CH3:6].C[C@H]1[C@H](B)C[C@@H]2C[C@H]1C2(C)C.B.B(F)(F)F.[OH-].[Na+].OO, predict the reaction product. The product is: [CH2:1]([CH:7]1[CH2:16][CH2:15][C:14]2[CH:13]=[C:12]([C@H:17]3[CH2:26][CH2:25][C@@:19]4([NH:23][C:22](=[O:24])[O:21][CH2:20]4)[CH2:18]3)[CH:11]=[CH:10][C:9]=2[CH2:8]1)[CH2:2][CH2:3][CH2:4][CH2:5][CH3:6]. (6) Given the reactants [C:1]([O:5][C:6]([N:8]([C:40]([O:42][C:43]([CH3:46])([CH3:45])[CH3:44])=[O:41])[C:9]1[CH:14]=[C:13]([CH2:15][C@H:16]2[C:19](=[O:20])[N:18]([C:21](=[O:29])[NH:22][C:23]3[CH:28]=[CH:27][CH:26]=[CH:25][CH:24]=3)[C@@H:17]2[C:30]([O:32]CC2C=CC=CC=2)=[O:31])[CH:12]=[CH:11][N:10]=1)=[O:7])([CH3:4])([CH3:3])[CH3:2], predict the reaction product. The product is: [C:43]([O:42][C:40]([N:8]([C:6]([O:5][C:1]([CH3:4])([CH3:3])[CH3:2])=[O:7])[C:9]1[CH:14]=[C:13]([CH2:15][C@H:16]2[C:19](=[O:20])[N:18]([C:21](=[O:29])[NH:22][C:23]3[CH:24]=[CH:25][CH:26]=[CH:27][CH:28]=3)[C@@H:17]2[C:30]([OH:32])=[O:31])[CH:12]=[CH:11][N:10]=1)=[O:41])([CH3:45])([CH3:46])[CH3:44].